This data is from Full USPTO retrosynthesis dataset with 1.9M reactions from patents (1976-2016). The task is: Predict the reactants needed to synthesize the given product. (1) Given the product [N:29]([CH2:2][C:3]([NH:5][C:6]1[CH:7]=[N:8][C:9]([O:12][C:13]2[CH:14]=[C:15]3[C:20](=[CH:21][CH:22]=2)[O:19][CH:18]([C:23]2[CH:28]=[CH:27][CH:26]=[CH:25][CH:24]=2)[CH2:17][CH2:16]3)=[CH:10][CH:11]=1)=[O:4])=[N+:30]=[N-:31], predict the reactants needed to synthesize it. The reactants are: Cl[CH2:2][C:3]([NH:5][C:6]1[CH:7]=[N:8][C:9]([O:12][C:13]2[CH:14]=[C:15]3[C:20](=[CH:21][CH:22]=2)[O:19][CH:18]([C:23]2[CH:28]=[CH:27][CH:26]=[CH:25][CH:24]=2)[CH2:17][CH2:16]3)=[CH:10][CH:11]=1)=[O:4].[N-:29]=[N+:30]=[N-:31].[Na+]. (2) Given the product [ClH:42].[Cl:42][CH2:43][C:44]([N:17]1[CH2:16][CH2:15][N:14]([C:12]2[N:11]=[C:10]([C:20]3[CH:25]=[CH:24][N:23]=[CH:22][CH:21]=3)[N:9]=[C:8]([N:7]3[C:6]4[CH:26]=[CH:27][CH:28]=[C:29]([O:30][CH3:31])[C:5]=4[N:4]=[C:3]3[CH:2]([F:1])[F:32])[N:13]=2)[CH2:19][CH2:18]1)=[O:45], predict the reactants needed to synthesize it. The reactants are: [F:1][CH:2]([F:32])[C:3]1[N:7]([C:8]2[N:13]=[C:12]([N:14]3[CH2:19][CH2:18][NH:17][CH2:16][CH2:15]3)[N:11]=[C:10]([C:20]3[CH:25]=[CH:24][N:23]=[CH:22][CH:21]=3)[N:9]=2)[C:6]2[CH:26]=[CH:27][CH:28]=[C:29]([O:30][CH3:31])[C:5]=2[N:4]=1.C(N(C(C)C)CC)(C)C.[Cl:42][CH2:43][C:44](Cl)=[O:45]. (3) The reactants are: [CH2:1]([C:3]1[CH:8]=[CH:7][CH:6]=[C:5]([CH2:9][CH3:10])[C:4]=1[C:11]1[CH:12]=[C:13]2[C:19]([CH:20]([OH:25])[CH2:21][CH:22]([CH3:24])[CH3:23])=[CH:18][N:17]([C:26]3[CH:31]=[CH:30][C:29]([CH:32]([CH3:34])[CH3:33])=[CH:28][CH:27]=3)[C:14]2=[CH:15][N:16]=1)[CH3:2].C(N(CC)C(C)C)(C)C.[C:44](OC(=O)C)(=[O:46])[CH3:45]. Given the product [CH2:1]([C:3]1[CH:8]=[CH:7][CH:6]=[C:5]([CH2:9][CH3:10])[C:4]=1[C:11]1[CH:12]=[C:13]2[C:19]([CH:20]([O:25][C:44](=[O:46])[CH3:45])[CH2:21][CH:22]([CH3:24])[CH3:23])=[CH:18][N:17]([C:26]3[CH:27]=[CH:28][C:29]([CH:32]([CH3:33])[CH3:34])=[CH:30][CH:31]=3)[C:14]2=[CH:15][N:16]=1)[CH3:2], predict the reactants needed to synthesize it. (4) Given the product [CH3:38][N:1]1[CH2:2][CH2:3][CH:4]([N:7]2[CH:11]=[C:10]([NH:12][C:13]3[N:18]=[C:17]([CH2:19][CH2:20][C:21]4[CH:26]=[CH:25][CH:24]=[CH:23][C:22]=4[CH:27]([CH3:31])[C:28]([NH2:30])=[O:29])[C:16]([C:32]([F:34])([F:33])[F:35])=[CH:15][N:14]=3)[CH:9]=[N:8]2)[CH2:5][CH2:6]1, predict the reactants needed to synthesize it. The reactants are: [NH:1]1[CH2:6][CH2:5][CH:4]([N:7]2[CH:11]=[C:10]([NH:12][C:13]3[N:18]=[C:17]([CH2:19][CH2:20][C:21]4[CH:26]=[CH:25][CH:24]=[CH:23][C:22]=4[CH:27]([CH3:31])[C:28]([NH2:30])=[O:29])[C:16]([C:32]([F:35])([F:34])[F:33])=[CH:15][N:14]=3)[CH:9]=[N:8]2)[CH2:3][CH2:2]1.C=O.[C:38](O[BH-](OC(=O)C)OC(=O)C)(=O)C.[Na+]. (5) Given the product [Cl:21][C:22]1[CH:27]=[CH:26][CH:25]=[CH:24][C:23]=1[NH:28][C:29]([N:18]1[C:15]2[CH:16]=[C:17]3[C:12]([CH:11]=[CH:10][N:9]=[C:8]3[N:5]3[CH2:4][CH2:3][N:2]([CH3:1])[CH2:7][CH2:6]3)=[CH:13][C:14]=2[CH2:20][CH2:19]1)=[O:30], predict the reactants needed to synthesize it. The reactants are: [CH3:1][N:2]1[CH2:7][CH2:6][N:5]([C:8]2[C:17]3[C:12](=[CH:13][C:14]4[CH2:20][CH2:19][NH:18][C:15]=4[CH:16]=3)[CH:11]=[CH:10][N:9]=2)[CH2:4][CH2:3]1.[Cl:21][C:22]1[CH:27]=[CH:26][CH:25]=[CH:24][C:23]=1[N:28]=[C:29]=[O:30]. (6) Given the product [CH:1]1([CH2:6][CH:7]([N:11]2[C:16](=[O:17])[CH:15]=[C:14]([O:18][C:19]3[CH:20]=[CH:21][C:22]([C:25]([F:26])([F:28])[F:27])=[CH:23][CH:24]=3)[CH:13]=[N:12]2)[C:8]([NH:29][C:30]2[CH:34]=[CH:33][N:32]([CH2:35][C:36]([OH:38])([CH3:37])[CH3:39])[N:31]=2)=[O:9])[CH2:5][CH2:4][CH2:3][CH2:2]1, predict the reactants needed to synthesize it. The reactants are: [CH:1]1([CH2:6][CH:7]([N:11]2[C:16](=[O:17])[CH:15]=[C:14]([O:18][C:19]3[CH:24]=[CH:23][C:22]([C:25]([F:28])([F:27])[F:26])=[CH:21][CH:20]=3)[CH:13]=[N:12]2)[C:8](O)=[O:9])[CH2:5][CH2:4][CH2:3][CH2:2]1.[NH2:29][C:30]1[CH:34]=[CH:33][N:32]([CH2:35][C:36]([CH3:39])([OH:38])[CH3:37])[N:31]=1. (7) Given the product [C:1]([O:5][C:6]([C:8]1[C:17]([NH2:18])=[CH:16][C:15]2[C:10](=[CH:11][C:12]([O:20][CH3:21])=[C:13]([O:19][CH2:23][CH2:24][N:25]3[CH2:30][CH2:29][O:28][CH2:27][CH2:26]3)[CH:14]=2)[CH:9]=1)=[O:7])([CH3:4])([CH3:3])[CH3:2], predict the reactants needed to synthesize it. The reactants are: [C:1]([O:5][C:6]([C:8]1[C:17]([NH2:18])=[CH:16][C:15]2[C:10](=[CH:11][C:12]([O:20][CH3:21])=[C:13]([OH:19])[CH:14]=2)[CH:9]=1)=[O:7])([CH3:4])([CH3:3])[CH3:2].O[CH2:23][CH2:24][N:25]1[CH2:30][CH2:29][O:28][CH2:27][CH2:26]1.C1(P(C2C=CC=CC=2)C2C=CC=CN=2)C=CC=CC=1. (8) Given the product [CH3:3][C:4]1[C:8]([C:9]2[N:10]([C:25](=[N:1][OH:2])[NH2:26])[C:11]3[C:16]([C:17]=2[C:18]2[CH:23]=[CH:22][C:21]([OH:24])=[CH:20][CH:19]=2)=[CH:15][CH:14]=[CH:13][CH:12]=3)=[C:7]([CH3:27])[S:6][N:5]=1, predict the reactants needed to synthesize it. The reactants are: [NH2:1][OH:2].[CH3:3][C:4]1[C:8]([C:9]2[N:10]([C:25]#[N:26])[C:11]3[C:16]([C:17]=2[C:18]2[CH:23]=[CH:22][C:21]([OH:24])=[CH:20][CH:19]=2)=[CH:15][CH:14]=[CH:13][CH:12]=3)=[C:7]([CH3:27])[S:6][N:5]=1. (9) Given the product [Br:1][C:2]1[CH:3]=[CH:4][C:5]2[C:6]3[N:14]([CH2:15][C@H:16]4[CH2:20][O:19][C:18]([CH3:21])([CH3:22])[O:17]4)[C:13]([CH2:23][O:24][CH2:25][CH3:26])=[N:12][C:7]=3[C:8]([NH2:50])=[N:9][C:10]=2[CH:11]=1, predict the reactants needed to synthesize it. The reactants are: [Br:1][C:2]1[CH:3]=[CH:4][C:5]2[C:6]3[N:14]([CH2:15][C@H:16]4[CH2:20][O:19][C:18]([CH3:22])([CH3:21])[O:17]4)[C:13]([CH2:23][O:24][CH2:25][CH3:26])=[N:12][C:7]=3[CH:8]=[N:9][C:10]=2[CH:11]=1.C1C=C(Cl)C=C(C(OO)=O)C=1.C1(C)C=CC(S(Cl)(=O)=O)=CC=1.[OH-].[NH4+:50]. (10) Given the product [CH2:1]([C:3]1[CH:8]=[C:7]([CH3:9])[CH:6]=[C:5]([CH2:10][CH3:11])[C:4]=1[CH:6]1[C:7](=[O:15])[CH2:8][CH:3]([CH:1]2[CH2:20][CH2:21][O:22][CH2:23]2)[CH2:4][C:5]1=[O:16])[CH3:2], predict the reactants needed to synthesize it. The reactants are: [CH2:1]([C:3]1[CH:8]=[C:7]([CH3:9])[CH:6]=[C:5]([CH2:10][CH3:11])[C:4]=1B(O)O)[CH3:2].[OH2:15].[OH-:16].[Li+].CO[CH2:20][CH2:21][O:22][CH3:23].